From a dataset of Catalyst prediction with 721,799 reactions and 888 catalyst types from USPTO. Predict which catalyst facilitates the given reaction. (1) Reactant: [OH-:1].[Na+].[CH:3]1([C@H:7]([NH:9][C:10]2[N:18]=C(C#N)[N:16]=[C:15]3[C:11]=2[N:12]([CH2:30][C:31]2[CH:36]=[CH:35][C:34]([C:37]([F:40])([F:39])[F:38])=[CH:33][C:32]=2[N:41]2[C:49](=[O:50])[C:48]4[C:43](=[CH:44][CH:45]=[CH:46][CH:47]=4)[C:42]2=[O:51])[C:13]([C:21]2[CH:26]=[C:25]([CH:27]([CH3:29])[CH3:28])[CH:24]=[CH:23][N:22]=2)=[N:14]3)[CH3:8])[CH2:6][CH2:5][CH2:4]1.[C:52]([O:55]CC)(=[O:54])[CH3:53]. Product: [C:42]([C:43]1[CH:44]=[CH:45][CH:46]=[CH:47][C:48]=1[C:49]([NH:41][C:32]1[CH:33]=[C:34]([C:37]([F:38])([F:40])[F:39])[CH:35]=[CH:36][C:31]=1[CH2:30][N:12]1[C:11]2[C:15](=[N:16][C:53]([C:52]([OH:55])=[O:54])=[N:18][C:10]=2[NH:9][C@@H:7]([CH:3]2[CH2:4][CH2:5][CH2:6]2)[CH3:8])[N:14]=[C:13]1[C:21]1[CH:26]=[C:25]([CH:27]([CH3:29])[CH3:28])[CH:24]=[CH:23][N:22]=1)=[O:50])([OH:1])=[O:51]. The catalyst class is: 8. (2) The catalyst class is: 587. Reactant: [Cl:1][C:2]1[CH:7]=[CH:6][CH:5]=[CH:4][C:3]=1B(O)O.Cl[C:12]1[C:17]([CH2:18][OH:19])=[CH:16][CH:15]=[CH:14][N:13]=1.C(=O)(O)[O-].[Na+].O1CCOCC1. Product: [Cl:1][C:2]1[CH:7]=[CH:6][CH:5]=[CH:4][C:3]=1[C:12]1[C:17]([CH2:18][OH:19])=[CH:16][CH:15]=[CH:14][N:13]=1. (3) Reactant: [Cl:1][C:2]1[C:3]([C:33]2[S:37][C:36]([C:38]3([O:42]CC4C=CC(OC)=CC=4)[CH2:41][O:40][CH2:39]3)=[N:35][CH:34]=2)=[C:4]2[CH:10]=[C:9]([C:11]3[CH:12]=[N:13][N:14]([CH2:16][CH2:17][N:18]4[CH2:22][CH2:21][CH2:20][CH2:19]4)[CH:15]=3)[N:8]([S:23]([C:26]3[CH:32]=[CH:31][C:29]([CH3:30])=[CH:28][CH:27]=3)(=[O:25])=[O:24])[C:5]2=[N:6][CH:7]=1.FC(F)(F)C(O)=O. Product: [Cl:1][C:2]1[C:3]([C:33]2[S:37][C:36]([C:38]3([OH:42])[CH2:41][O:40][CH2:39]3)=[N:35][CH:34]=2)=[C:4]2[CH:10]=[C:9]([C:11]3[CH:12]=[N:13][N:14]([CH2:16][CH2:17][N:18]4[CH2:22][CH2:21][CH2:20][CH2:19]4)[CH:15]=3)[N:8]([S:23]([C:26]3[CH:27]=[CH:28][C:29]([CH3:30])=[CH:31][CH:32]=3)(=[O:25])=[O:24])[C:5]2=[N:6][CH:7]=1. The catalyst class is: 4. (4) Reactant: [Cl:1][C:2]1[CH:7]=[CH:6][C:5]([CH2:8][C:9]([OH:11])=O)=[CH:4][N:3]=1.[F:12][C:13]1[CH:14]=[C:15]([CH:18]=[CH:19][CH:20]=1)[CH2:16][NH2:17].C1CN([P+](ON2N=NC3C=CC=CC2=3)(N2CCCC2)N2CCCC2)CC1.F[P-](F)(F)(F)(F)F.CCN(C(C)C)C(C)C. The catalyst class is: 18. Product: [Cl:1][C:2]1[N:3]=[CH:4][C:5]([CH2:8][C:9]([NH:17][CH2:16][C:15]2[CH:18]=[CH:19][CH:20]=[C:13]([F:12])[CH:14]=2)=[O:11])=[CH:6][CH:7]=1. (5) Reactant: [C:1]([O:5][C:6]([N:8]1[C:16]2[C:11](=[C:12]([NH:18][C:19]3[CH:24]=[CH:23][C:22]([I:25])=[CH:21][C:20]=3[F:26])[C:13]([NH2:17])=[CH:14][CH:15]=2)[CH:10]=[N:9]1)=[O:7])([CH3:4])([CH3:3])[CH3:2].[CH:27]1([S:30](Cl)(=[O:32])=[O:31])[CH2:29][CH2:28]1. Product: [C:1]([O:5][C:6]([N:8]1[C:16]2[C:11](=[C:12]([NH:18][C:19]3[CH:24]=[CH:23][C:22]([I:25])=[CH:21][C:20]=3[F:26])[C:13]([NH:17][S:30]([CH:27]3[CH2:29][CH2:28]3)(=[O:32])=[O:31])=[CH:14][CH:15]=2)[CH:10]=[N:9]1)=[O:7])([CH3:4])([CH3:2])[CH3:3]. The catalyst class is: 17. (6) Reactant: [NH2:1][C:2]1[CH:3]=[C:4]2[C:8](=[CH:9][CH:10]=1)[C:7](=[O:11])[N:6]([CH2:12][CH2:13][CH2:14][CH3:15])[CH2:5]2.[CH2:16]([NH:23][C:24]1[C:29]([CH:30]=O)=[CH:28][N:27]=[CH:26][CH:25]=1)[C:17]1[CH:22]=[CH:21][CH:20]=[CH:19][CH:18]=1.C(O[BH-](OC(=O)C)OC(=O)C)(=O)C.[Na+].C(O[BH-](OC(=O)C)OC(=O)C)(=O)C.C([O-])(O)=O.[Na+]. Product: [CH2:16]([NH:23][C:24]1[CH:25]=[CH:26][N:27]=[CH:28][C:29]=1[CH2:30][NH:1][C:2]1[CH:3]=[C:4]2[C:8](=[CH:9][CH:10]=1)[C:7](=[O:11])[N:6]([CH2:12][CH2:13][CH2:14][CH3:15])[CH2:5]2)[C:17]1[CH:18]=[CH:19][CH:20]=[CH:21][CH:22]=1. The catalyst class is: 86. (7) Reactant: S(Cl)(Cl)=O.[F:5][C:6]([F:16])([F:15])[C:7]([C:9]1[CH:14]=[CH:13][CH:12]=[CH:11][CH:10]=1)=O.[CH3:17][O:18][C:19]([C:21]1[CH:26]=[CH:25][N:24]=[C:23]([NH2:27])[CH:22]=1)=[O:20].[OH-].[Na+]. Product: [F:5][C:6]([F:16])([F:15])/[C:7](=[N:27]\[C:23]1[CH:22]=[C:21]([CH:26]=[CH:25][N:24]=1)[C:19]([O:18][CH3:17])=[O:20])/[C:9]1[CH:14]=[CH:13][CH:12]=[CH:11][CH:10]=1. The catalyst class is: 17.